This data is from NCI-60 drug combinations with 297,098 pairs across 59 cell lines. The task is: Regression. Given two drug SMILES strings and cell line genomic features, predict the synergy score measuring deviation from expected non-interaction effect. (1) Drug 1: CC1C(C(CC(O1)OC2CC(CC3=C2C(=C4C(=C3O)C(=O)C5=C(C4=O)C(=CC=C5)OC)O)(C(=O)CO)O)N)O.Cl. Cell line: SK-MEL-28. Synergy scores: CSS=32.8, Synergy_ZIP=-9.72, Synergy_Bliss=-1.43, Synergy_Loewe=-0.265, Synergy_HSA=-0.136. Drug 2: C(CCl)NC(=O)N(CCCl)N=O. (2) Drug 1: C1=CC(=CC=C1CC(C(=O)O)N)N(CCCl)CCCl.Cl. Drug 2: CS(=O)(=O)OCCCCOS(=O)(=O)C. Cell line: SK-OV-3. Synergy scores: CSS=21.1, Synergy_ZIP=3.70, Synergy_Bliss=5.91, Synergy_Loewe=-0.140, Synergy_HSA=4.17. (3) Drug 1: CC1=CC2C(CCC3(C2CCC3(C(=O)C)OC(=O)C)C)C4(C1=CC(=O)CC4)C. Drug 2: C1=CN(C=N1)CC(O)(P(=O)(O)O)P(=O)(O)O. Cell line: SF-295. Synergy scores: CSS=-5.72, Synergy_ZIP=0.453, Synergy_Bliss=-4.40, Synergy_Loewe=-8.55, Synergy_HSA=-7.18. (4) Drug 1: C(CC(=O)O)C(=O)CN.Cl. Drug 2: C1C(C(OC1N2C=NC(=NC2=O)N)CO)O. Cell line: NCI-H322M. Synergy scores: CSS=27.2, Synergy_ZIP=-9.09, Synergy_Bliss=-1.24, Synergy_Loewe=0.789, Synergy_HSA=0.437. (5) Drug 1: CC12CCC(CC1=CCC3C2CCC4(C3CC=C4C5=CN=CC=C5)C)O. Drug 2: CCC1(C2=C(COC1=O)C(=O)N3CC4=CC5=C(C=CC(=C5CN(C)C)O)N=C4C3=C2)O.Cl. Cell line: IGROV1. Synergy scores: CSS=12.6, Synergy_ZIP=-6.97, Synergy_Bliss=-2.15, Synergy_Loewe=-13.1, Synergy_HSA=-0.924.